Dataset: Catalyst prediction with 721,799 reactions and 888 catalyst types from USPTO. Task: Predict which catalyst facilitates the given reaction. (1) Reactant: [CH3:1][C:2]1[CH:3]=[C:4]([CH:13]=[CH:14][C:15]=1[N+:16]([O-:18])=[O:17])[O:5][C:6]1[CH:11]=[CH:10][N:9]=[C:8]([NH2:12])[CH:7]=1.CCN(C(C)C)C(C)C.[CH3:28][O:29][CH2:30][C:31](Cl)=[O:32].N. Product: [CH3:28][O:29][CH2:30][C:31]([NH:12][C:8]1[CH:7]=[C:6]([O:5][C:4]2[CH:13]=[CH:14][C:15]([N+:16]([O-:18])=[O:17])=[C:2]([CH3:1])[CH:3]=2)[CH:11]=[CH:10][N:9]=1)=[O:32]. The catalyst class is: 36. (2) Reactant: [CH3:1][S:2]([N:5]1[CH2:10][CH2:9][CH2:8][C@H:7]([NH:11][C:12]2[C:17]([C:18]3[N:19]=[C:20]4[CH:26]=[CH:25][N:24](COCC[Si](C)(C)C)[C:21]4=[N:22][CH:23]=3)=[CH:16][N:15]=[C:14](S(C)(=O)=O)[N:13]=2)[CH2:6]1)(=[O:4])=[O:3].[CH3:39][N:40]([CH3:44])[CH2:41][CH2:42][NH2:43].CS(C)(=O)=O. The catalyst class is: 12. Product: [CH3:39][N:40]([CH3:44])[CH2:41][CH2:42][NH:43][C:14]1[N:13]=[C:12]([NH:11][C@H:7]2[CH2:8][CH2:9][CH2:10][N:5]([S:2]([CH3:1])(=[O:4])=[O:3])[CH2:6]2)[C:17]([C:18]2[N:19]=[C:20]3[CH:26]=[CH:25][NH:24][C:21]3=[N:22][CH:23]=2)=[CH:16][N:15]=1. (3) Reactant: [O:1]1[C:5]2[CH:6]=[CH:7][C:8]([C:10]3([C:13]([NH:15][C:16]4[N:21]=[C:20]([C:22]5[CH:23]=[N:24][C:25]([O:28]C)=[CH:26][CH:27]=5)[CH:19]=[C:18]([CH3:30])[CH:17]=4)=[O:14])[CH2:12][CH2:11]3)=[CH:9][C:4]=2[CH2:3][CH2:2]1.[Si](I)(C)(C)C.CO. The catalyst class is: 23. Product: [O:1]1[C:5]2[CH:6]=[CH:7][C:8]([C:10]3([C:13]([NH:15][C:16]4[CH:17]=[C:18]([CH3:30])[CH:19]=[C:20]([C:22]5[CH:27]=[CH:26][C:25](=[O:28])[NH:24][CH:23]=5)[N:21]=4)=[O:14])[CH2:12][CH2:11]3)=[CH:9][C:4]=2[CH2:3][CH2:2]1. (4) Reactant: NCC(O)CO.Cl.[C:8]([CH:11]([N:18]1[CH2:29][CH2:28][N:27]([CH:30]([C:37]([OH:39])=[O:38])CCCC(O)=O)[CH2:26][CH2:25][NH:24][CH2:23][CH2:22][N:21]([CH:40](CCCC)[C:41]([OH:43])=[O:42])[CH2:20][CH2:19]1)CCCC(O)=O)([OH:10])=[O:9].C1C(=O)N(O)C(=O)C1S([O-])(=O)=O.[Na+].CCN=C=NCCCN(C)C.[OH-].[Na+]. Product: [CH2:25]1[NH:24][CH2:23][CH2:22][N:21]([CH2:40][C:41]([OH:43])=[O:42])[CH2:20][CH2:19][N:18]([CH2:11][C:8]([OH:10])=[O:9])[CH2:29][CH2:28][N:27]([CH2:30][C:37]([OH:39])=[O:38])[CH2:26]1. The catalyst class is: 6. (5) Reactant: C([O:3][C:4]([CH:6]1[CH2:12][CH2:11][N:10]2[C:13](=[O:24])[C:14]3[C:19]4[CH2:20][CH2:21][CH2:22][CH2:23][C:18]=4[S:17][C:15]=3[N:16]=[C:9]2[CH2:8][CH2:7]1)=O)C.[H-].[H-].[H-].[H-].[Li+].[Al+3]. Product: [OH:3][CH2:4][CH:6]1[CH2:12][CH2:11][N:10]2[C:13](=[O:24])[C:14]3[C:19]4[CH2:20][CH2:21][CH2:22][CH2:23][C:18]=4[S:17][C:15]=3[N:16]=[C:9]2[CH2:8][CH2:7]1. The catalyst class is: 1. (6) Reactant: [CH2:1]([O:3][C:4]1[CH:9]=[CH:8][CH:7]=[CH:6][C:5]=1[N:10]1[C:19](=[O:20])[C:18]2[C:13](=[CH:14][C:15]([N+:21]([O-:23])=[O:22])=[CH:16][CH:17]=2)[N:12]=[C:11]1[CH:24]([N:26]1[CH2:31][CH2:30][NH:29][CH2:28][CH2:27]1)[CH3:25])[CH3:2].[Cl:32][C:33]1[CH:43]=[CH:42][C:36]([O:37][CH2:38][C:39](O)=[O:40])=[CH:35][CH:34]=1.CN(C(ON1N=NC2C=CC=CC1=2)=[N+](C)C)C.[B-](F)(F)(F)F.CCN(C(C)C)C(C)C. Product: [Cl:32][C:33]1[CH:43]=[CH:42][C:36]([O:37][CH2:38][C:39]([N:29]2[CH2:28][CH2:27][N:26]([CH:24]([C:11]3[N:10]([C:5]4[CH:6]=[CH:7][CH:8]=[CH:9][C:4]=4[O:3][CH2:1][CH3:2])[C:19](=[O:20])[C:18]4[C:13](=[CH:14][C:15]([N+:21]([O-:23])=[O:22])=[CH:16][CH:17]=4)[N:12]=3)[CH3:25])[CH2:31][CH2:30]2)=[O:40])=[CH:35][CH:34]=1. The catalyst class is: 22. (7) Reactant: [C:1](=[O:15])(OC1C=CC=CC=1)[O:2][CH2:3][C:4]([NH:6][CH3:7])=[O:5].[CH2:16]([NH2:26])[CH2:17][CH2:18][CH2:19][CH2:20][CH2:21][CH2:22][CH2:23][CH2:24][CH3:25]. Product: [CH2:16]([NH:26][C:1](=[O:15])[O:2][CH2:3][C:4]([NH:6][CH3:7])=[O:5])[CH2:17][CH2:18][CH2:19][CH2:20][CH2:21][CH2:22][CH2:23][CH2:24][CH3:25]. The catalyst class is: 4.